This data is from Catalyst prediction with 721,799 reactions and 888 catalyst types from USPTO. The task is: Predict which catalyst facilitates the given reaction. (1) Reactant: [Cl:1][C:2]1[C:11]2[C:6](=[CH:7][C:8]([C:12]([O:14][CH3:15])=[O:13])=[CH:9][CH:10]=2)[C:5]([C:16]2[CH:21]=[CH:20][CH:19]=[C:18]([Cl:22])[C:17]=2[OH:23])=[N:4][CH:3]=1.[C:24](=O)([O-])[O-].[K+].[K+].IC.CN(C=O)C. Product: [Cl:1][C:2]1[C:11]2[C:6](=[CH:7][C:8]([C:12]([O:14][CH3:15])=[O:13])=[CH:9][CH:10]=2)[C:5]([C:16]2[CH:21]=[CH:20][CH:19]=[C:18]([Cl:22])[C:17]=2[O:23][CH3:24])=[N:4][CH:3]=1. The catalyst class is: 6. (2) Reactant: Br[C:2]1[N:6]=[C:5]([CH:7]2[CH2:12][CH2:11][CH2:10][N:9]([C:13]([C:15]3[CH:20]=[CH:19][C:18]([F:21])=[CH:17][CH:16]=3)=[O:14])[CH2:8]2)[O:4][N:3]=1.[F:22][C:23]1[CH:28]=[CH:27][C:26]([OH:29])=[CH:25][CH:24]=1.C([O-])([O-])=O.[K+].[K+].C([O-])([O-])=O.[Na+].[Na+]. Product: [F:22][C:23]1[CH:28]=[CH:27][C:26]([O:29][C:2]2[N:6]=[C:5]([CH:7]3[CH2:12][CH2:11][CH2:10][N:9]([C:13]([C:15]4[CH:20]=[CH:19][C:18]([F:21])=[CH:17][CH:16]=4)=[O:14])[CH2:8]3)[O:4][N:3]=2)=[CH:25][CH:24]=1. The catalyst class is: 155. (3) Reactant: [Cl:1][C:2]1[CH:7]=[CH:6][C:5]([C@@H:8]([OH:36])[CH2:9][N:10]([C@H:18]2[CH2:27][CH2:26][C:25]3[C:20](=[CH:21][C:22]([C:28]4[CH:33]=[CH:32][C:31]([CH:34]=O)=[CH:30][CH:29]=4)=[CH:23][CH:24]=3)[CH2:19]2)[C:11](=[O:17])[O:12][C:13]([CH3:16])([CH3:15])[CH3:14])=[CH:4][CH:3]=1.[H-].[Na+].[CH2:39]([O:41][C:42](=[O:52])[CH2:43]P(OCC)(OCC)=O)[CH3:40]. Product: [C:13]([O:12][C:11]([N:10]([C@@H:18]1[CH2:19][C:20]2[CH:21]=[C:22]([C:28]3[CH:29]=[CH:30][C:31](/[CH:34]=[CH:43]/[C:42]([O:41][CH2:39][CH3:40])=[O:52])=[CH:32][CH:33]=3)[CH:23]=[CH:24][C:25]=2[CH2:26][CH2:27]1)[CH2:9][C@@H:8]([C:5]1[CH:6]=[CH:7][C:2]([Cl:1])=[CH:3][CH:4]=1)[OH:36])=[O:17])([CH3:16])([CH3:14])[CH3:15]. The catalyst class is: 355. (4) Reactant: [Br:1][C:2]1[CH:13]=[CH:12][C:5]2[NH:6][C:7](=O)[CH2:8][CH2:9][NH:10][C:4]=2[CH:3]=1.COC1C=CC(P2(SP(C3C=CC(OC)=CC=3)(=S)S2)=[S:23])=CC=1. Product: [Br:1][C:2]1[CH:13]=[CH:12][C:5]2[NH:6][C:7](=[S:23])[CH2:8][CH2:9][NH:10][C:4]=2[CH:3]=1. The catalyst class is: 1.